Dataset: Forward reaction prediction with 1.9M reactions from USPTO patents (1976-2016). Task: Predict the product of the given reaction. (1) Given the reactants [CH3:1][C:2]1[C:6]([C:7]2[N:11]([C:12]3[CH:17]=[CH:16][C:15]([O:18][CH3:19])=[CH:14][CH:13]=3)[N:10]=[C:9]([CH2:20][CH2:21][CH3:22])[C:8]=2/[CH:23]=[N:24]/O)=[C:5]([CH3:26])[O:4][N:3]=1, predict the reaction product. The product is: [CH3:1][C:2]1[C:6]([C:7]2[N:11]([C:12]3[CH:13]=[CH:14][C:15]([O:18][CH3:19])=[CH:16][CH:17]=3)[N:10]=[C:9]([CH2:20][CH2:21][CH3:22])[C:8]=2[C:23]#[N:24])=[C:5]([CH3:26])[O:4][N:3]=1. (2) Given the reactants Br[C:2]1[CH:3]=[C:4]([C:8]2[CH:13]=[CH:12][CH:11]=[C:10]([C:14]([C:16]3[CH:21]=[CH:20][CH:19]=[CH:18][CH:17]=3)=[O:15])[CH:9]=2)[CH:5]=[CH:6][CH:7]=1.[CH3:22][C:23]1([CH3:43])[C:35]2[CH:34]=[C:33]3[NH:36][C:37]4[C:42]([C:32]3=[CH:31][C:30]=2[C:29]2[C:24]1=[CH:25][CH:26]=[CH:27][CH:28]=2)=[CH:41]N=[CH:39][CH:38]=4.[C:44](P(C(C)(C)C)C(C)(C)C)(C)(C)C, predict the reaction product. The product is: [CH3:22][C:23]1([CH3:43])[C:35]2=[CH:34][C:33]3[N:36]([C:2]4[CH:3]=[C:4]([C:8]5[CH:13]=[CH:12][CH:11]=[C:10]([C:14]([C:16]6[CH:17]=[CH:18][CH:19]=[CH:20][CH:21]=6)=[O:15])[CH:9]=5)[CH:5]=[CH:6][CH:7]=4)[C:37]4[C:42]([C:32]=3[CH:31]=[C:30]2[C:29]2[C:24]1=[CH:25][CH:26]=[CH:27][CH:28]=2)=[CH:41][CH:44]=[CH:39][CH:38]=4. (3) Given the reactants [Si:1]([O:8][C@H:9]1[CH2:14][NH:13][CH2:12][C@H:11]([OH:15])[CH2:10]1)([C:4]([CH3:7])([CH3:6])[CH3:5])([CH3:3])[CH3:2].[CH3:16][CH2:17][O:18][C:19](C)=[O:20], predict the reaction product. The product is: [Si:1]([O:8][C@@H:9]1[CH2:10][C@@H:11]([OH:15])[CH2:12][N:13]([C:19]([O:18][CH2:17][C:16]2[CH:12]=[CH:11][CH:10]=[CH:9][CH:14]=2)=[O:20])[CH2:14]1)([C:4]([CH3:7])([CH3:6])[CH3:5])([CH3:3])[CH3:2].